From a dataset of NCI-60 drug combinations with 297,098 pairs across 59 cell lines. Regression. Given two drug SMILES strings and cell line genomic features, predict the synergy score measuring deviation from expected non-interaction effect. (1) Drug 1: C1=CC(=CC=C1CCC2=CNC3=C2C(=O)NC(=N3)N)C(=O)NC(CCC(=O)O)C(=O)O. Drug 2: CN(C)C1=NC(=NC(=N1)N(C)C)N(C)C. Cell line: RPMI-8226. Synergy scores: CSS=25.9, Synergy_ZIP=-3.59, Synergy_Bliss=-12.5, Synergy_Loewe=-46.0, Synergy_HSA=-17.8. (2) Drug 1: C1=NC2=C(N=C(N=C2N1C3C(C(C(O3)CO)O)O)F)N. Drug 2: CC(C)CN1C=NC2=C1C3=CC=CC=C3N=C2N. Cell line: HS 578T. Synergy scores: CSS=4.02, Synergy_ZIP=3.23, Synergy_Bliss=1.82, Synergy_Loewe=-0.842, Synergy_HSA=-0.842.